From a dataset of Full USPTO retrosynthesis dataset with 1.9M reactions from patents (1976-2016). Predict the reactants needed to synthesize the given product. (1) Given the product [OH:1][C:2]1[CH:9]=[CH:8][C:5]([C:6]#[N:17])=[C:4]([N+:10]([O-:12])=[O:11])[C:3]=1[O:13][CH3:14], predict the reactants needed to synthesize it. The reactants are: [OH:1][C:2]1[CH:9]=[CH:8][C:5]([CH:6]=O)=[C:4]([N+:10]([O-:12])=[O:11])[C:3]=1[O:13][CH3:14].II.[NH3:17]. (2) Given the product [F:24][C:22]1[CH:21]=[CH:20][C:19]([N+:25]([O-:27])=[O:26])=[C:18]([NH:1][C@@H:2]2[CH2:7][CH2:6][CH2:5][N:4]([CH2:8][CH2:9][O:10][C:11](=[O:16])[C:12]([CH3:13])([CH3:15])[CH3:14])[CH2:3]2)[CH:23]=1, predict the reactants needed to synthesize it. The reactants are: [NH2:1][C@@H:2]1[CH2:7][CH2:6][CH2:5][N:4]([CH2:8][CH2:9][O:10][C:11](=[O:16])[C:12]([CH3:15])([CH3:14])[CH3:13])[CH2:3]1.F[C:18]1[CH:23]=[C:22]([F:24])[CH:21]=[CH:20][C:19]=1[N+:25]([O-:27])=[O:26].C(=O)([O-])[O-].[K+].[K+].